Dataset: Full USPTO retrosynthesis dataset with 1.9M reactions from patents (1976-2016). Task: Predict the reactants needed to synthesize the given product. (1) Given the product [O:15]1[C:1]2([CH:2]=[CH:3][C:4]3([O:16][CH2:12][CH2:13][CH2:14][O:15]3)[CH:5]=[CH:6]2)[O:16][CH2:12][CH2:13][CH2:14]1, predict the reactants needed to synthesize it. The reactants are: [C:1]1(C)[CH:6]=[CH:5][C:4](S(O)(=O)=O)=[CH:3][CH:2]=1.[CH2:12]([OH:16])[CH2:13][CH2:14][OH:15]. (2) Given the product [CH3:1][O:2][C:3]([C:5]1[N:6]([CH2:23][C:24]2[CH:25]=[CH:26][C:27]([NH:30][S:39]([CH3:38])(=[O:41])=[O:40])=[CH:28][CH:29]=2)[C:7](=[O:22])[C:8]2[C:13]([C:14]=1[C:15]1[CH:16]=[CH:17][CH:18]=[CH:19][CH:20]=1)=[CH:12][C:11]([Br:21])=[CH:10][CH:9]=2)=[O:4], predict the reactants needed to synthesize it. The reactants are: [CH3:1][O:2][C:3]([C:5]1[N:6]([CH2:23][C:24]2[CH:29]=[CH:28][C:27]([NH2:30])=[CH:26][CH:25]=2)[C:7](=[O:22])[C:8]2[C:13]([C:14]=1[C:15]1[CH:20]=[CH:19][CH:18]=[CH:17][CH:16]=1)=[CH:12][C:11]([Br:21])=[CH:10][CH:9]=2)=[O:4].C(N(CC)CC)C.[CH3:38][S:39](Cl)(=[O:41])=[O:40]. (3) Given the product [Cl:1][C:2]1[C:3]2[CH:10]=[CH:9][N:8]([CH2:18][CH:19]3[CH2:24][CH2:23][N:22]([C:25]([O:27][C:28]([CH3:29])([CH3:31])[CH3:30])=[O:26])[CH2:21][CH2:20]3)[C:4]=2[N:5]=[CH:6][N:7]=1, predict the reactants needed to synthesize it. The reactants are: [Cl:1][C:2]1[C:3]2[CH:10]=[CH:9][NH:8][C:4]=2[N:5]=[CH:6][N:7]=1.C([O-])([O-])=O.[K+].[K+].Br[CH2:18][CH:19]1[CH2:24][CH2:23][N:22]([C:25]([O:27][C:28]([CH3:31])([CH3:30])[CH3:29])=[O:26])[CH2:21][CH2:20]1.